Dataset: Peptide-MHC class I binding affinity with 185,985 pairs from IEDB/IMGT. Task: Regression. Given a peptide amino acid sequence and an MHC pseudo amino acid sequence, predict their binding affinity value. This is MHC class I binding data. (1) The peptide sequence is NASQHPQQV. The MHC is HLA-A11:01 with pseudo-sequence HLA-A11:01. The binding affinity (normalized) is 0. (2) The peptide sequence is EIEKVEKYL. The MHC is HLA-A02:02 with pseudo-sequence HLA-A02:02. The binding affinity (normalized) is 0.0231. (3) The peptide sequence is LRLIHLLHQ. The MHC is HLA-B27:05 with pseudo-sequence HLA-B27:05. The binding affinity (normalized) is 0.316.